This data is from Forward reaction prediction with 1.9M reactions from USPTO patents (1976-2016). The task is: Predict the product of the given reaction. (1) Given the reactants C[C:2]1[CH:7]=[C:6](C)[CH:5]=[C:4](C)[C:3]=1[CH2:10][OH:11].[H-].[Na+].I[CH2:15][C:16]([O-:18])=[O:17].[Na+], predict the reaction product. The product is: [CH2:10]([O:11][CH2:15][C:16]([OH:18])=[O:17])[C:3]1[CH:2]=[CH:7][CH:6]=[CH:5][CH:4]=1. (2) Given the reactants [C:1]([C:3]1[N:7]([CH3:8])[C:6]([C:9]([C:11]2[CH:16]=[CH:15][CH:14]=[CH:13][CH:12]=2)=[O:10])=[N:5][CH:4]=1)#[CH:2].[N:17]([C:20]1[CH:21]=[C:22]([CH:43]=[CH:44][C:45]=1[CH3:46])[C:23]([NH:25][C:26]1[CH:31]=[C:30]([C:32]2([CH3:35])[CH2:34][CH2:33]2)[CH:29]=[C:28]([NH:36][S:37]([CH3:40])(=[O:39])=[O:38])[C:27]=1[O:41][CH3:42])=[O:24])=[N+:18]=[N-:19], predict the reaction product. The product is: [C:9]([C:6]1[N:7]([CH3:8])[C:3]([C:1]2[N:19]=[N:18][N:17]([C:20]3[CH:21]=[C:22]([CH:43]=[CH:44][C:45]=3[CH3:46])[C:23]([NH:25][C:26]3[CH:31]=[C:30]([C:32]4([CH3:35])[CH2:33][CH2:34]4)[CH:29]=[C:28]([NH:36][S:37]([CH3:40])(=[O:39])=[O:38])[C:27]=3[O:41][CH3:42])=[O:24])[CH:2]=2)=[CH:4][N:5]=1)(=[O:10])[C:11]1[CH:16]=[CH:15][CH:14]=[CH:13][CH:12]=1. (3) Given the reactants [CH2:1]([N:8]1[C:16]2[C:11](=[CH:12][CH:13]=[CH:14][CH:15]=2)[C:10]([CH:17]=O)=[CH:9]1)[C:2]1[CH:7]=[CH:6][CH:5]=[CH:4][CH:3]=1.[OH-].[Na+].O.Cl.[CH2:23]([O:26][NH2:27])[CH:24]=[CH2:25], predict the reaction product. The product is: [CH2:23]([O:26][N:27]=[CH:17][C:10]1[C:11]2[C:16](=[CH:15][CH:14]=[CH:13][CH:12]=2)[N:8]([CH2:1][C:2]2[CH:3]=[CH:4][CH:5]=[CH:6][CH:7]=2)[CH:9]=1)[CH:24]=[CH2:25]. (4) Given the reactants Cl[C:2]1[CH:3]=[C:4]([CH:23]=[CH:24][C:25]=1[Cl:26])[O:5][CH:6]1[CH2:11][CH2:10][N:9]([S:12]([C:15]2[C:16]([CH3:22])=[N:17][N:18]([CH3:21])[C:19]=2[CH3:20])(=[O:14])=[O:13])[CH2:8][CH2:7]1.[CH3:27][N:28]1C(C)=C(S(Cl)(=O)=O)C(C)=N1.Cl.ClC1C=CC(OC2CCNCC2)=C(C=1)C#N, predict the reaction product. The product is: [Cl:26][C:25]1[CH:24]=[CH:23][C:4]([O:5][CH:6]2[CH2:11][CH2:10][N:9]([S:12]([C:15]3[C:16]([CH3:22])=[N:17][N:18]([CH3:21])[C:19]=3[CH3:20])(=[O:14])=[O:13])[CH2:8][CH2:7]2)=[C:3]([CH:2]=1)[C:27]#[N:28]. (5) Given the reactants [CH2:1]([O:8][C:9]1[CH:10]=[C:11]([CH:15]=[CH:16][CH:17]=1)[C:12]([OH:14])=O)[C:2]1[CH:7]=[CH:6][CH:5]=[CH:4][CH:3]=1.Cl.Cl.[N:20]1[CH:25]=[CH:24][CH:23]=[C:22]([NH:26][C:27]([N:29]2[CH2:34][CH2:33][NH:32][CH2:31][CH2:30]2)=[O:28])[CH:21]=1.CCN=C=NCCCN(C)C.C1C=CC2N(O)N=NC=2C=1, predict the reaction product. The product is: [CH2:1]([O:8][C:9]1[CH:10]=[C:11]([CH:15]=[CH:16][CH:17]=1)[C:12]([N:32]1[CH2:33][CH2:34][N:29]([C:27]([NH:26][C:22]2[CH:21]=[N:20][CH:25]=[CH:24][CH:23]=2)=[O:28])[CH2:30][CH2:31]1)=[O:14])[C:2]1[CH:3]=[CH:4][CH:5]=[CH:6][CH:7]=1. (6) Given the reactants [CH2:1]([O:8][C:9]([N:11]1[CH2:15][C@H:14]([O:16][C:17]([CH3:20])([CH3:19])[CH3:18])[CH2:13][C@H:12]1[C:21](O)=[O:22])=[O:10])[C:2]1[CH:7]=[CH:6][CH:5]=[CH:4][CH:3]=1.C(N(CC)CC)C.ClC(OCC)=O.[BH4-].[Na+].Cl, predict the reaction product. The product is: [CH2:1]([O:8][C:9]([N:11]1[CH2:15][C@H:14]([O:16][C:17]([CH3:18])([CH3:19])[CH3:20])[CH2:13][C@H:12]1[CH2:21][OH:22])=[O:10])[C:2]1[CH:7]=[CH:6][CH:5]=[CH:4][CH:3]=1. (7) Given the reactants [Br:1][C:2]1[CH:3]=[C:4]([CH:6]=[CH:7][CH:8]=1)[NH2:5].Cl[C:10]1[C:19]2[C:14](=[CH:15][C:16]([O:24][CH3:25])=[C:17]([O:20][C:21]([CH3:23])=[O:22])[CH:18]=2)[N:13]=[CH:12][N:11]=1, predict the reaction product. The product is: [Br:1][C:2]1[CH:3]=[C:4]([NH:5][C:10]2[C:19]3[C:14](=[CH:15][C:16]([O:24][CH3:25])=[C:17]([O:20][C:21]([CH3:23])=[O:22])[CH:18]=3)[N:13]=[CH:12][N:11]=2)[CH:6]=[CH:7][CH:8]=1.